From a dataset of Forward reaction prediction with 1.9M reactions from USPTO patents (1976-2016). Predict the product of the given reaction. Given the reactants [C:1]([OH:9])(=[O:8])[C:2]([CH2:4][C:5](O)=[O:6])=[CH2:3].[N+:10]([C:13]1[CH:14]=[C:15]([CH:17]=[CH:18][CH:19]=1)[NH2:16])([O-:12])=[O:11], predict the reaction product. The product is: [N+:10]([C:13]1[CH:14]=[C:15]([N:16]2[C:5](=[O:6])[CH2:4][CH:2]([C:1]([OH:9])=[O:8])[CH2:3]2)[CH:17]=[CH:18][CH:19]=1)([O-:12])=[O:11].